This data is from NCI-60 drug combinations with 297,098 pairs across 59 cell lines. The task is: Regression. Given two drug SMILES strings and cell line genomic features, predict the synergy score measuring deviation from expected non-interaction effect. (1) Drug 1: C1CN(CCN1C(=O)CCBr)C(=O)CCBr. Drug 2: C1C(C(OC1N2C=NC(=NC2=O)N)CO)O. Cell line: COLO 205. Synergy scores: CSS=44.4, Synergy_ZIP=-5.12, Synergy_Bliss=-5.56, Synergy_Loewe=2.61, Synergy_HSA=3.49. (2) Drug 1: CCC(=C(C1=CC=CC=C1)C2=CC=C(C=C2)OCCN(C)C)C3=CC=CC=C3.C(C(=O)O)C(CC(=O)O)(C(=O)O)O. Cell line: IGROV1. Drug 2: CCN(CC)CCCC(C)NC1=C2C=C(C=CC2=NC3=C1C=CC(=C3)Cl)OC. Synergy scores: CSS=-1.48, Synergy_ZIP=1.01, Synergy_Bliss=0.159, Synergy_Loewe=-1.87, Synergy_HSA=-1.63. (3) Drug 1: CC12CCC3C(C1CCC2=O)CC(=C)C4=CC(=O)C=CC34C. Drug 2: CN1C(=O)N2C=NC(=C2N=N1)C(=O)N. Cell line: LOX IMVI. Synergy scores: CSS=38.3, Synergy_ZIP=0.980, Synergy_Bliss=3.53, Synergy_Loewe=-13.3, Synergy_HSA=4.72.